From a dataset of Full USPTO retrosynthesis dataset with 1.9M reactions from patents (1976-2016). Predict the reactants needed to synthesize the given product. (1) Given the product [CH3:16][O:15][CH2:14][CH2:13][CH2:12][NH:11][C:9]([NH:8][C:7]1[S:6][N:5]=[C:4]([C:17]2[CH:18]=[CH:19][C:20]([N+:23]([O-:25])=[O:24])=[CH:21][CH:22]=2)[C:3]=1[C:1]([NH2:2])=[O:26])=[O:10], predict the reactants needed to synthesize it. The reactants are: [C:1]([C:3]1[C:4]([C:17]2[CH:22]=[CH:21][C:20]([N+:23]([O-:25])=[O:24])=[CH:19][CH:18]=2)=[N:5][S:6][C:7]=1[NH:8][C:9]([NH:11][CH2:12][CH2:13][CH2:14][O:15][CH3:16])=[O:10])#[N:2].[OH:26]S(O)(=O)=O. (2) Given the product [C:23]([O:22][C:19](=[O:21])[CH2:20][C:3]([C:4]1[CH:9]=[CH:8][CH:7]=[C:6]([C:10]2[NH:11][C:12]([CH:15]([CH3:16])[CH3:17])=[N:13][CH:14]=2)[CH:5]=1)=[O:18])([CH3:26])([CH3:25])[CH3:24], predict the reactants needed to synthesize it. The reactants are: CO[C:3](=[O:18])[C:4]1[CH:9]=[CH:8][CH:7]=[C:6]([C:10]2[NH:11][C:12]([CH:15]([CH3:17])[CH3:16])=[N:13][CH:14]=2)[CH:5]=1.[C:19]([O:22][C:23]([CH3:26])([CH3:25])[CH3:24])(=[O:21])[CH3:20].[Li]. (3) Given the product [F:1][C:14]1[CH:13]=[C:12]([C:10]([O:9][CH3:8])=[O:11])[S:16][CH:15]=1, predict the reactants needed to synthesize it. The reactants are: [F:1][P-](F)(F)(F)(F)F.[CH3:8][O:9][C:10]([C:12]1[S:16][CH:15]=[C:14]([N+]#N)[CH:13]=1)=[O:11].N#N. (4) Given the product [N:24]1[CH:25]=[CH:26][CH:27]=[C:22]([C:11]2[CH:12]=[C:13]3[C:8](=[CH:9][CH:10]=2)[CH:7]([CH:4]2[CH2:3][CH2:2][N:1]([CH2:31][C:33]4[S:55][CH:36]=[CH:45][CH:46]=4)[CH2:6][CH2:5]2)[C:20]2[CH:19]=[CH:18][CH:17]=[C:16]([OH:21])[C:15]=2[O:14]3)[CH:23]=1, predict the reactants needed to synthesize it. The reactants are: [NH:1]1[CH2:6][CH2:5][CH:4]([CH:7]2[C:20]3[CH:19]=[CH:18][CH:17]=[C:16]([OH:21])[C:15]=3[O:14][C:13]3[C:8]2=[CH:9][CH:10]=[C:11]([C:22]2[CH:23]=[N:24][CH:25]=[CH:26][CH:27]=2)[CH:12]=3)[CH2:3][CH2:2]1.C(N(CC)[C:31]([C:33]1C=C[C:36]2[CH:31](C3CCNCC3)[C:33]3C(O[C:45]=2[CH:46]=1)=C[CH:36]=[CH:45][CH:46]=3)=O)C.[S:55]1C=CC=C1C=O.O1C=CC(C=O)=C1.C(O[BH-](OC(=O)C)OC(=O)C)(=O)C.[Na+].C(O[BH-](OC(=O)C)OC(=O)C)(=O)C.C([N+](CCCC)(CCCC)CCCC)CCC.C(N(C(C)C)CC)(C)C.C(O)(C(F)(F)F)=O. (5) Given the product [C:29]1([NH:28][C:26](=[O:27])[NH:25][C:21]2[CH:20]=[C:19]([NH:18][S:14]([C:10]3[CH:9]=[C:8]([C:5]4[CH:6]=[CH:7][C:2]([F:1])=[CH:3][CH:4]=4)[CH:13]=[CH:12][CH:11]=3)(=[O:16])=[O:15])[CH:24]=[CH:23][CH:22]=2)[CH:34]=[CH:33][CH:32]=[CH:31][CH:30]=1, predict the reactants needed to synthesize it. The reactants are: [F:1][C:2]1[CH:7]=[CH:6][C:5]([C:8]2[CH:13]=[CH:12][CH:11]=[C:10]([S:14](Cl)(=[O:16])=[O:15])[CH:9]=2)=[CH:4][CH:3]=1.[NH2:18][C:19]1[CH:20]=[C:21]([NH:25][C:26]([NH:28][C:29]2[CH:34]=[CH:33][CH:32]=[CH:31][CH:30]=2)=[O:27])[CH:22]=[CH:23][CH:24]=1.N1C=CC=CC=1. (6) Given the product [NH:21]1[C:13]2[C:12](=[CH:11][C:10]([C:8]([N:5]3[CH2:4][CH2:3][N:2]([CH3:1])[CH2:7][CH2:6]3)=[O:9])=[CH:15][CH:14]=2)[CH:19]=[CH:20]1, predict the reactants needed to synthesize it. The reactants are: [CH3:1][N:2]1[CH2:7][CH2:6][N:5]([C:8]([C:10]2[CH:15]=[CH:14][C:13]([N+]([O-])=O)=[C:12]([CH:19]=[CH:20][N:21]3CCCC3)[CH:11]=2)=[O:9])[CH2:4][CH2:3]1.O.NN. (7) Given the product [C:1]([N:4]1[C:13]2[C:8](=[CH:9][CH:10]=[C:11]([NH2:18])[C:12]=2[C:14]([O:16][CH3:17])=[O:15])[C@H:7]2[CH2:25][CH2:26][O:27][C@H:6]2[CH2:5]1)(=[O:3])[CH3:2], predict the reactants needed to synthesize it. The reactants are: [C:1]([N:4]1[C:13]2[C:8](=[CH:9][CH:10]=[C:11]([NH:18]C(=O)C(C)(C)C)[C:12]=2[C:14]([O:16][CH3:17])=[O:15])[C@H:7]2[CH2:25][CH2:26][O:27][C@H:6]2[CH2:5]1)(=[O:3])[CH3:2]. (8) Given the product [Na+:34].[Br:30][C:26]1[CH:25]=[C:24]([CH:29]=[CH:28][CH:27]=1)[CH2:23][N:16]1[C:17]2[CH:22]=[CH:21][CH:20]=[CH:19][C:18]=2[N:14]([CH2:13][CH2:12][CH2:11][O:10][C:6]2[CH:5]=[C:4]([CH:9]=[CH:8][CH:7]=2)[C:3]([O-:32])=[O:2])[C:15]1=[NH:31], predict the reactants needed to synthesize it. The reactants are: C[O:2][C:3](=[O:32])[C:4]1[CH:9]=[CH:8][CH:7]=[C:6]([O:10][CH2:11][CH2:12][CH2:13][N:14]2[C:18]3[CH:19]=[CH:20][CH:21]=[CH:22][C:17]=3[N:16]([CH2:23][C:24]3[CH:29]=[CH:28][CH:27]=[C:26]([Br:30])[CH:25]=3)[C:15]2=[NH:31])[CH:5]=1.[OH-].[Na+:34]. (9) Given the product [C:46]([O:50][C:27](=[O:36])[NH:24][C:8]1[C:7](=[O:21])[N:6]([CH:1]2[CH2:2][CH2:3][CH2:4][CH2:5]2)[C:11]2[N:12]=[C:13]([S:16][CH3:17])[N:14]=[CH:15][C:10]=2[CH:9]=1)([CH3:49])([CH3:48])[CH3:47], predict the reactants needed to synthesize it. The reactants are: [CH:1]1([N:6]2[C:11]3[N:12]=[C:13]([S:16][CH3:17])[N:14]=[CH:15][C:10]=3[CH:9]=[C:8](C(O)=O)[C:7]2=[O:21])[CH2:5][CH2:4][CH2:3][CH2:2]1.C([N:24]([CH2:27]C)CC)C.C1(P(N=[N+]=[N-])(C2C=CC=CC=2)=[O:36])C=CC=CC=1.[C:46]([OH:50])([CH3:49])([CH3:48])[CH3:47].